From a dataset of Forward reaction prediction with 1.9M reactions from USPTO patents (1976-2016). Predict the product of the given reaction. (1) The product is: [CH3:1][O:2][C:3](=[O:21])[C:4]1[CH:9]=[CH:8][C:7]([S:10][C:11]2[CH:16]=[CH:15][C:14]([OH:17])=[CH:13][CH:12]=2)=[C:6]([NH2:18])[CH:5]=1. Given the reactants [CH3:1][O:2][C:3](=[O:21])[C:4]1[CH:9]=[CH:8][C:7]([S:10][C:11]2[CH:16]=[CH:15][C:14]([OH:17])=[CH:13][CH:12]=2)=[C:6]([N+:18]([O-])=O)[CH:5]=1.[NH4+].[Cl-], predict the reaction product. (2) Given the reactants [CH3:1][O:2][C:3]1[CH:4]=[C:5]([CH2:20][C:21]([OH:23])=O)[CH:6]=[CH:7][C:8]=1[NH:9][C:10]([NH:12][C:13]1[CH:18]=[CH:17][CH:16]=[CH:15][C:14]=1[CH3:19])=[O:11].[CH2:24]([O:26][C:27]([C:29]1[CH:34]=[CH:33][C:32]([C:35]#[C:36][CH:37]2[CH2:41][CH2:40][CH2:39][NH:38]2)=[CH:31][CH:30]=1)=[O:28])[CH3:25].C(Cl)CCl.Cl, predict the reaction product. The product is: [CH3:1][O:2][C:3]1[CH:4]=[C:5]([CH2:20][C:21]([N:38]2[CH2:39][CH2:40][CH2:41][CH:37]2[C:36]#[C:35][C:32]2[CH:33]=[CH:34][C:29]([C:27]([O:26][CH2:24][CH3:25])=[O:28])=[CH:30][CH:31]=2)=[O:23])[CH:6]=[CH:7][C:8]=1[NH:9][C:10]([NH:12][C:13]1[CH:18]=[CH:17][CH:16]=[CH:15][C:14]=1[CH3:19])=[O:11].